This data is from Catalyst prediction with 721,799 reactions and 888 catalyst types from USPTO. The task is: Predict which catalyst facilitates the given reaction. (1) Reactant: FC(F)(F)C(O)=O.[Cl:8][C:9]1[C:10]([F:38])=[C:11]([CH:15]2[C:19]([C:22]3[CH:27]=[CH:26][C:25]([Cl:28])=[CH:24][C:23]=3[F:29])([C:20]#[N:21])[CH:18]([CH2:30][C:31]([CH3:34])([CH3:33])[CH3:32])[NH:17][CH:16]2[C:35](O)=[O:36])[CH:12]=[CH:13][CH:14]=1.CC1(C)[O:44][C@@H:43]([C:45]2[N:46]=[CH:47][C:48]([NH2:51])=[N:49][CH:50]=2)[CH2:42][O:41]1.C(P1(=O)OP(CCC)(=O)OP(CCC)(=O)O1)CC.CCN(C(C)C)C(C)C.Cl. Product: [OH:44][C@@H:43]([C:45]1[N:46]=[CH:47][C:48]([NH:51][C:35]([CH:16]2[CH:15]([C:11]3[CH:12]=[CH:13][CH:14]=[C:9]([Cl:8])[C:10]=3[F:38])[C:19]([C:22]3[CH:27]=[CH:26][C:25]([Cl:28])=[CH:24][C:23]=3[F:29])([C:20]#[N:21])[CH:18]([CH2:30][C:31]([CH3:34])([CH3:33])[CH3:32])[NH:17]2)=[O:36])=[N:49][CH:50]=1)[CH2:42][OH:41]. The catalyst class is: 539. (2) Reactant: [CH3:1][O:2][C:3]([C:5]1[C:6]([C:14]2[CH:19]=[C:18](F)[CH:17]=[CH:16][C:15]=2[O:21][CH3:22])=[CH:7][CH:8]=[C:9]([N+:11]([O-:13])=[O:12])[CH:10]=1)=[O:4].BrC1C=CC([N+]([O-])=O)=CC=1[C:26](OC)=[O:27].COC1C=CC(OC)=CC=1B(O)O. Product: [CH3:22][O:21][C:15]1[CH:16]=[CH:17][C:18]([O:27][CH3:26])=[CH:19][C:14]=1[C:6]1[C:5]([C:3]([O:2][CH3:1])=[O:4])=[CH:10][C:9]([N+:11]([O-:13])=[O:12])=[CH:8][CH:7]=1. The catalyst class is: 73. (3) Reactant: [C:1]([O:5][C:6]([NH:8][C@H:9]1[CH2:13][O:12][C:10]1=[O:11])=[O:7])([CH3:4])([CH3:3])[CH3:2].[NH3:14].[Br:15][C:16]1[CH:21]=[CH:20][C:19]([S:22](Cl)(=[O:24])=[O:23])=[CH:18][CH:17]=1.C([O-])([O-])=O.[Na+].[Na+].Cl. Product: [C:1]([O:5][C:6]([NH:8][C@@H:9]([CH2:13][NH:14][S:22]([C:19]1[CH:20]=[CH:21][C:16]([Br:15])=[CH:17][CH:18]=1)(=[O:24])=[O:23])[C:10]([OH:12])=[O:11])=[O:7])([CH3:4])([CH3:3])[CH3:2]. The catalyst class is: 23. (4) Reactant: [OH:1][C@H:2]1[CH2:6][NH:5][C:4](=[O:7])[CH2:3]1.[CH3:8][C:9]([Si:12](Cl)([CH3:14])[CH3:13])([CH3:11])[CH3:10].N1C=CN=C1. Product: [Si:12]([O:1][C@H:2]1[CH2:6][NH:5][C:4](=[O:7])[CH2:3]1)([C:9]([CH3:11])([CH3:10])[CH3:8])([CH3:14])[CH3:13]. The catalyst class is: 3.